From a dataset of NCI-60 drug combinations with 297,098 pairs across 59 cell lines. Regression. Given two drug SMILES strings and cell line genomic features, predict the synergy score measuring deviation from expected non-interaction effect. Drug 1: CC1=CC2C(CCC3(C2CCC3(C(=O)C)OC(=O)C)C)C4(C1=CC(=O)CC4)C. Drug 2: C1=CN(C(=O)N=C1N)C2C(C(C(O2)CO)O)O.Cl. Cell line: SF-539. Synergy scores: CSS=32.7, Synergy_ZIP=-8.30, Synergy_Bliss=-0.987, Synergy_Loewe=-64.4, Synergy_HSA=-0.996.